Dataset: Forward reaction prediction with 1.9M reactions from USPTO patents (1976-2016). Task: Predict the product of the given reaction. Given the reactants C(OC(=O)[NH:7][C:8]1([C:11](=[O:36])[NH:12][CH2:13][C:14]2[CH:19]=[CH:18][C:17]([N:20]3[C:28]4[C:23](=[CH:24][C:25]([F:29])=[CH:26][CH:27]=4)[CH:22]=[C:21]3[C:30]3[O:34][N:33]=[C:32]([CH3:35])[N:31]=3)=[CH:16][CH:15]=2)[CH2:10][CH2:9]1)(C)(C)C.ClCCl.FC(F)(F)C(O)=O, predict the reaction product. The product is: [F:29][C:25]1[CH:24]=[C:23]2[C:28](=[CH:27][CH:26]=1)[N:20]([C:17]1[CH:16]=[CH:15][C:14]([CH2:13][NH:12][C:11]([C:8]3([NH2:7])[CH2:9][CH2:10]3)=[O:36])=[CH:19][CH:18]=1)[C:21]([C:30]1[O:34][N:33]=[C:32]([CH3:35])[N:31]=1)=[CH:22]2.